This data is from Full USPTO retrosynthesis dataset with 1.9M reactions from patents (1976-2016). The task is: Predict the reactants needed to synthesize the given product. (1) Given the product [CH2:25]([C:24]([CH2:23][C:17]1[CH:22]=[CH:21][CH:20]=[CH:19][CH:18]=1)=[C:2]1[CH:1]=[CH:5][CH:4]=[CH:3]1)[C:26]1[CH:31]=[CH:30][CH:29]=[CH:28][CH:27]=1, predict the reactants needed to synthesize it. The reactants are: [CH:1]1[CH2:5][CH:4]=[CH:3][CH:2]=1.CCCCCC.C([Li])CCC.[C:17]1([CH2:23][C:24](=O)[CH2:25][C:26]2[CH:31]=[CH:30][CH:29]=[CH:28][CH:27]=2)[CH:22]=[CH:21][CH:20]=[CH:19][CH:18]=1. (2) Given the product [CH2:1]([C:3]1([C:35]([OH:37])=[O:36])[CH2:8][CH2:7][N:6]([C:9]2[S:10][CH:11]=[C:12]([C:14]3[CH:15]=[C:16]([C:29]4[CH:34]=[CH:33][CH:32]=[CH:31][N:30]=4)[C:17]4[S:21][C:20]([NH:22][C:23](=[O:27])[NH:24][CH2:25][CH3:26])=[N:19][C:18]=4[CH:28]=3)[N:13]=2)[CH2:5][CH2:4]1)[CH3:2], predict the reactants needed to synthesize it. The reactants are: [CH2:1]([C:3]1([C:35]([O:37]CC)=[O:36])[CH2:8][CH2:7][N:6]([C:9]2[S:10][CH:11]=[C:12]([C:14]3[CH:15]=[C:16]([C:29]4[CH:34]=[CH:33][CH:32]=[CH:31][N:30]=4)[C:17]4[S:21][C:20]([NH:22][C:23](=[O:27])[NH:24][CH2:25][CH3:26])=[N:19][C:18]=4[CH:28]=3)[N:13]=2)[CH2:5][CH2:4]1)[CH3:2].[OH-].[Na+]. (3) The reactants are: [Br:1][C:2]1[CH:9]=[C:8]([F:10])[CH:7]=[CH:6][C:3]=1[C:4]#[N:5].[CH3:11][CH2:12][Mg+].[Br-].B(F)(F)F.CCOCC. Given the product [Br:1][C:2]1[CH:9]=[C:8]([F:10])[CH:7]=[CH:6][C:3]=1[C:4]1([NH2:5])[CH2:12][CH2:11]1, predict the reactants needed to synthesize it. (4) The reactants are: [CH3:1][O:2][C:3]1[C:4](C=O)=[CH:5][C:6]2[CH2:7][CH:8]([C:17]3[CH:22]=[CH:21][C:20]([O:23][CH3:24])=[CH:19][CH:18]=3)[CH:9]3[CH:14]([C:15]=2[CH:16]=1)[CH2:13][CH2:12][CH2:11][CH2:10]3.[C:27]([C:32]1C=CC=C[C:33]=1P(=C)(C1C=CC=CC=1)C1C=CC=CC=1)([O:29][CH2:30][CH3:31])=[O:28].C(OCC)C. Given the product [CH2:30]([O:29][C:27](=[O:28])[CH:32]=[CH:33][C:4]1[C:3]([O:2][CH3:1])=[CH:16][C:15]2[CH:14]3[CH:9]([CH2:10][CH2:11][CH2:12][CH2:13]3)[CH:8]([C:17]3[CH:18]=[CH:19][C:20]([O:23][CH3:24])=[CH:21][CH:22]=3)[CH2:7][C:6]=2[CH:5]=1)[CH3:31], predict the reactants needed to synthesize it. (5) Given the product [CH3:1][O:2][C:3]([C:4]1[CH:9]=[CH:8][C:7]2[N:10]([CH3:29])[C:11]([NH:14][C:15]3[S:16][C:17]4[CH:23]=[CH:22][C:21]([O:24][C:25]([F:28])([F:26])[F:27])=[CH:20][C:18]=4[N:19]=3)=[N:12][C:6]=2[CH:5]=1)=[O:13], predict the reactants needed to synthesize it. The reactants are: [CH3:1][O:2][C:3](=[O:13])[C:4]1[CH:9]=[CH:8][C:7]([NH:10][CH3:11])=[C:6]([NH2:12])[CH:5]=1.[NH2:14][C:15]1[S:16][C:17]2[CH:23]=[CH:22][C:21]([O:24][C:25]([F:28])([F:27])[F:26])=[CH:20][C:18]=2[N:19]=1.[C:29](N1C=CN=C1)(N1C=CN=C1)=S. (6) Given the product [CH2:17]([NH:21][C:22](=[O:40])[C:23]1[CH:28]=[CH:27][C:26]([CH2:29][CH2:30][O:31][C:32]2[CH:37]=[CH:36][C:35]([Cl:38])=[C:34]([C:5]3[CH:6]=[CH:7][C:2]([Cl:1])=[CH:3][CH:4]=3)[CH:33]=2)=[CH:25][CH:24]=1)[CH:18]([CH3:20])[CH3:19], predict the reactants needed to synthesize it. The reactants are: [Cl:1][C:2]1[CH:7]=[CH:6][C:5](B(O)O)=[CH:4][CH:3]=1.C(=O)([O-])[O-].[K+].[K+].[CH2:17]([NH:21][C:22](=[O:40])[C:23]1[CH:28]=[CH:27][C:26]([CH2:29][CH2:30][O:31][C:32]2[CH:37]=[CH:36][C:35]([Cl:38])=[C:34](I)[CH:33]=2)=[CH:25][CH:24]=1)[CH:18]([CH3:20])[CH3:19].[Cl-].[NH4+].